This data is from Reaction yield outcomes from USPTO patents with 853,638 reactions. The task is: Predict the reaction yield, written as a fraction of the theoretical maximum amount of product (1.0 means a 100% yield; for example, 0.34 means a 34% yield). (1) The reactants are [F:1][C:2]1[CH:10]=[CH:9][CH:8]=[CH:7][C:3]=1[C:4]([OH:6])=O.C(Cl)CCl.C1C=CC2N(O)N=NC=2C=1.CCN(CC)CC.[NH2:32][CH:33]1[CH2:38][CH2:37][N:36]([C:39]([C:41]2[C:49]3[C:44](=[CH:45][C:46]([Cl:50])=[CH:47][CH:48]=3)[NH:43][CH:42]=2)=[O:40])[CH2:35][CH2:34]1. The catalyst is C(Cl)Cl. The product is [Cl:50][C:46]1[CH:45]=[C:44]2[C:49]([C:41]([C:39]([N:36]3[CH2:35][CH2:34][CH:33]([NH:32][C:4](=[O:6])[C:3]4[CH:7]=[CH:8][CH:9]=[CH:10][C:2]=4[F:1])[CH2:38][CH2:37]3)=[O:40])=[CH:42][NH:43]2)=[CH:48][CH:47]=1. The yield is 0.570. (2) The reactants are [CH3:1][C:2]1[N:7]=[C:6]([S:8][CH2:9][C:10]2[N:15]=[CH:14][CH:13]=[CH:12][N:11]=2)[N:5]=[C:4]([OH:16])[CH:3]=1.[ClH:17].O1CCOCC1. The catalyst is CO. The product is [ClH:17].[ClH:17].[CH3:1][C:2]1[N:7]=[C:6]([S:8][CH2:9][C:10]2[N:11]=[CH:12][CH:13]=[CH:14][N:15]=2)[N:5]=[C:4]([OH:16])[CH:3]=1. The yield is 0.800.